This data is from Full USPTO retrosynthesis dataset with 1.9M reactions from patents (1976-2016). The task is: Predict the reactants needed to synthesize the given product. (1) Given the product [ClH:1].[ClH:1].[C:16]1([C:15]([N:23]2[CH2:28][CH2:27][NH:26][CH2:25][CH:24]2[CH2:36][O:37][C:38]2[CH:39]=[N:40][CH:41]=[CH:42][CH:43]=2)=[O:22])[CH:17]=[CH:18][CH:19]=[CH:20][CH:21]=1, predict the reactants needed to synthesize it. The reactants are: [ClH:1].O1CCOCC1.OC(C(F)(F)F)=O.[C:15]([N:23]1[CH2:28][CH2:27][N:26](C(OC(C)(C)C)=O)[CH2:25][CH:24]1[CH2:36][O:37][C:38]1[CH:39]=[N:40][CH:41]=[CH:42][CH:43]=1)(=[O:22])[C:16]1[CH:21]=[CH:20][CH:19]=[CH:18][CH:17]=1. (2) Given the product [C:1]([NH:5][S:6]([C:9]1[C:10]([O:15][CH3:16])=[CH:11][CH:12]=[CH:13][C:14]=1[I:22])(=[O:8])=[O:7])([CH3:4])([CH3:3])[CH3:2], predict the reactants needed to synthesize it. The reactants are: [C:1]([NH:5][S:6]([C:9]1[CH:14]=[CH:13][CH:12]=[CH:11][C:10]=1[O:15][CH3:16])(=[O:8])=[O:7])([CH3:4])([CH3:3])[CH3:2].C([Li])CCC.[I:22]I. (3) Given the product [Br:23][C:24]1[C:25]([O:37][CH3:38])=[CH:26][C:27]([C:32]2[O:33][C:34]([C:14](=[O:15])[CH:13]([C:10]3[CH:9]=[CH:8][C:7]([N:3]4[CH2:4][CH2:5][CH2:6][S:2]4(=[O:1])=[O:22])=[CH:12][CH:11]=3)[O:20][CH3:21])=[CH:35][CH:36]=2)=[CH:28][C:29]=1[O:30][CH3:31], predict the reactants needed to synthesize it. The reactants are: [O:1]=[S:2]1(=[O:22])[CH2:6][CH2:5][CH2:4][N:3]1[C:7]1[CH:12]=[CH:11][C:10]([CH:13]([O:20][CH3:21])[C:14](N(OC)C)=[O:15])=[CH:9][CH:8]=1.[Br:23][C:24]1[C:29]([O:30][CH3:31])=[CH:28][C:27]([C:32]2[O:33][CH:34]=[CH:35][CH:36]=2)=[CH:26][C:25]=1[O:37][CH3:38]. (4) The reactants are: [Br:1]Br.[N+:3]([C:6]1[CH:12]=[CH:11][C:9]([NH2:10])=[CH:8][CH:7]=1)([O-:5])=[O:4]. Given the product [Br:1][C:11]1[CH:12]=[C:6]([N+:3]([O-:5])=[O:4])[CH:7]=[CH:8][C:9]=1[NH2:10], predict the reactants needed to synthesize it. (5) Given the product [CH3:10][C:11]1[CH:12]=[C:13]([N:41]([CH3:45])[C:42]2[S:43][CH:1]=[CH:2][N:44]=2)[CH:14]=[C:15]([CH3:40])[C:16]=1[CH2:17][CH2:18][S:19]([N:22]1[CH2:39][CH2:38][C:25]2([N:29]=[C:28]([CH:30]3[CH2:31][CH2:32][CH:33]([CH3:36])[CH2:34][CH2:35]3)[NH:27][C:26]2=[O:37])[CH2:24][CH2:23]1)(=[O:20])=[O:21], predict the reactants needed to synthesize it. The reactants are: [CH2:1](OC(OCC)CBr)[CH3:2].[CH3:10][C:11]1[CH:12]=[C:13]([N:41]([CH3:45])[C:42]([NH2:44])=[S:43])[CH:14]=[C:15]([CH3:40])[C:16]=1[CH2:17][CH2:18][S:19]([N:22]1[CH2:39][CH2:38][C:25]2([N:29]=[C:28]([CH:30]3[CH2:35][CH2:34][CH:33]([CH3:36])[CH2:32][CH2:31]3)[NH:27][C:26]2=[O:37])[CH2:24][CH2:23]1)(=[O:21])=[O:20]. (6) Given the product [F:1][C:2]1[C:9]([O:10][C:11]2[C:16](=[O:17])[N:15]([CH2:18][C:19]3[CH:24]=[C:23]([C:25]4[CH:30]=[CH:29][C:28]([F:31])=[CH:27][CH:26]=4)[C:22](=[O:32])[NH:21][N:20]=3)[CH:14]=[N:13][C:12]=2[C:42]([F:45])([F:44])[F:43])=[CH:8][CH:7]=[CH:6][C:3]=1[C:4]#[N:5], predict the reactants needed to synthesize it. The reactants are: [F:1][C:2]1[C:9]([O:10][C:11]2[C:16](=[O:17])[N:15]([CH2:18][C:19]3[CH:24]=[C:23]([C:25]4[CH:30]=[CH:29][C:28]([F:31])=[CH:27][CH:26]=4)[C:22](=[O:32])[N:21](CC4C=CC(OC)=CC=4)[N:20]=3)[CH:14]=[N:13][C:12]=2[C:42]([F:45])([F:44])[F:43])=[CH:8][CH:7]=[CH:6][C:3]=1[C:4]#[N:5].